The task is: Predict the reactants needed to synthesize the given product.. This data is from Full USPTO retrosynthesis dataset with 1.9M reactions from patents (1976-2016). (1) Given the product [Cl:1][C:2]1[CH:7]=[CH:6][N:5]=[C:4]2[CH:8]=[C:9]([C:11]([NH:20][C@H:19]([C:18]([O:17][CH3:16])=[O:23])[CH2:21][OH:22])=[O:13])[S:10][C:3]=12, predict the reactants needed to synthesize it. The reactants are: [Cl:1][C:2]1[CH:7]=[CH:6][N:5]=[C:4]2[CH:8]=[C:9]([C:11]([OH:13])=O)[S:10][C:3]=12.[Li].Cl.[CH3:16][O:17][C:18](=[O:23])[C@H:19]([CH2:21][OH:22])[NH2:20].CCN(CC)CC. (2) Given the product [CH2:17]([C:15]1[S:14][C:12]2[N:13]=[C:8]([NH:7][CH2:6][CH2:5][C:4]([OH:33])=[O:3])[N:9]=[C:10]([N:20]3[CH2:25][CH2:24][N:23]4[C:26]([C:29]([F:31])([F:30])[F:32])=[N:27][N:28]=[C:22]4[CH2:21]3)[C:11]=2[CH:16]=1)[CH2:18][CH3:19], predict the reactants needed to synthesize it. The reactants are: C([O:3][C:4](=[O:33])[CH2:5][CH2:6][NH:7][C:8]1[N:9]=[C:10]([N:20]2[CH2:25][CH2:24][N:23]3[C:26]([C:29]([F:32])([F:31])[F:30])=[N:27][N:28]=[C:22]3[CH2:21]2)[C:11]2[CH:16]=[C:15]([CH2:17][CH2:18][CH3:19])[S:14][C:12]=2[N:13]=1)C.CO.[OH-].[Na+].Cl. (3) Given the product [CH2:53]([O:56][N:57]([C@H:15]1[CH2:14][N:13]([C:18]([O:20][C:21]([CH3:23])([CH3:22])[CH3:24])=[O:19])[C@H:12]([CH2:25][O:26][Si:27]([C:30]([CH3:31])([CH3:33])[CH3:32])([CH3:29])[CH3:28])[C:11]([CH2:10][CH2:9][O:8][Si:1]([C:4]([CH3:5])([CH3:6])[CH3:7])([CH3:2])[CH3:3])=[CH:16]1)[S:58]([C:61]1[CH:66]=[CH:65][CH:64]=[CH:63][C:62]=1[N+:67]([O-:69])=[O:68])(=[O:60])=[O:59])[CH:54]=[CH2:55], predict the reactants needed to synthesize it. The reactants are: [Si:1]([O:8][CH2:9][CH2:10][C:11]1[C@@H:12]([CH2:25][O:26][Si:27]([C:30]([CH3:33])([CH3:32])[CH3:31])([CH3:29])[CH3:28])[N:13]([C:18]([O:20][C:21]([CH3:24])([CH3:23])[CH3:22])=[O:19])[CH2:14][C@@H:15](O)[CH:16]=1)([C:4]([CH3:7])([CH3:6])[CH3:5])([CH3:3])[CH3:2].C1(P(C2C=CC=CC=2)C2C=CC=CC=2)C=CC=CC=1.[CH2:53]([O:56][NH:57][S:58]([C:61]1[CH:66]=[CH:65][CH:64]=[CH:63][C:62]=1[N+:67]([O-:69])=[O:68])(=[O:60])=[O:59])[CH:54]=[CH2:55].N(C(OC(C)C)=O)=NC(OC(C)C)=O. (4) Given the product [O:9]1[C:13]2[CH:14]=[CH:15][C:16]([C:18]3[C:19]([O:38][CH2:39][CH2:40][O:41][C:5]4[N:4]=[CH:3][C:2]([Br:1])=[CH:7][N:6]=4)=[N:20][N:21]([CH3:37])[C:22]=3[NH:23][S:24]([C:27]3[CH:32]=[CH:31][C:30]([C:33]([CH3:36])([CH3:34])[CH3:35])=[CH:29][CH:28]=3)(=[O:26])=[O:25])=[CH:17][C:12]=2[O:11][CH2:10]1, predict the reactants needed to synthesize it. The reactants are: [Br:1][C:2]1[CH:3]=[N:4][C:5](Cl)=[N:6][CH:7]=1.[O:9]1[C:13]2[CH:14]=[CH:15][C:16]([C:18]3[C:19]([O:38][CH2:39][CH2:40][OH:41])=[N:20][N:21]([CH3:37])[C:22]=3[NH:23][S:24]([C:27]3[CH:32]=[CH:31][C:30]([C:33]([CH3:36])([CH3:35])[CH3:34])=[CH:29][CH:28]=3)(=[O:26])=[O:25])=[CH:17][C:12]=2[O:11][CH2:10]1.